This data is from Peptide-MHC class I binding affinity with 185,985 pairs from IEDB/IMGT. The task is: Regression. Given a peptide amino acid sequence and an MHC pseudo amino acid sequence, predict their binding affinity value. This is MHC class I binding data. (1) The peptide sequence is LTNKKYRCM. The MHC is HLA-A02:06 with pseudo-sequence HLA-A02:06. The binding affinity (normalized) is 0. (2) The peptide sequence is ASLPTTIAK. The MHC is HLA-A68:02 with pseudo-sequence HLA-A68:02. The binding affinity (normalized) is 0. (3) The peptide sequence is KTMVAFIRK. The MHC is HLA-B15:01 with pseudo-sequence HLA-B15:01. The binding affinity (normalized) is 0.0847. (4) The peptide sequence is GMLICLTVL. The MHC is HLA-A02:01 with pseudo-sequence HLA-A02:01. The binding affinity (normalized) is 0.417. (5) The peptide sequence is NLADQLIHL. The MHC is HLA-A02:12 with pseudo-sequence HLA-A02:12. The binding affinity (normalized) is 0.820. (6) The peptide sequence is YAGTIKESLL. The binding affinity (normalized) is 0.360. The MHC is HLA-A02:02 with pseudo-sequence HLA-A02:02. (7) The peptide sequence is FPPTSFGPL. The MHC is HLA-A02:01 with pseudo-sequence HLA-A02:01. The binding affinity (normalized) is 0. (8) The peptide sequence is GLIYNRMGTV. The MHC is HLA-B18:01 with pseudo-sequence HLA-B18:01. The binding affinity (normalized) is 0.411.